Predict the reactants needed to synthesize the given product. From a dataset of Full USPTO retrosynthesis dataset with 1.9M reactions from patents (1976-2016). Given the product [C:45]([N:29]([CH2:30][C:31]1[CH:36]=[C:35]([C:37]([F:38])([F:39])[F:40])[CH:34]=[C:33]([C:41]([F:42])([F:43])[F:44])[CH:32]=1)[CH:25]1[CH2:26][CH2:27][CH2:28][N:22]([C:20]([O:19][CH:16]([CH3:18])[CH3:17])=[O:21])[C:23]2[CH:51]=[C:50]3[C:49](=[CH:48][C:24]1=2)[CH:10]=[CH:11][CH:2]=[CH:3]3)(=[O:47])[CH3:46], predict the reactants needed to synthesize it. The reactants are: N[C:2]1[C:3](C(OC)=O)=[CH:3][C:2]2[C:10]([CH:11]=1)=CC=[CH:10][CH:11]=2.[CH:16]([O:19][C:20]([N:22]1[CH2:28][CH2:27][CH2:26][CH:25]([N:29]([C:45](=[O:47])[CH3:46])[CH2:30][C:31]2[CH:36]=[C:35]([C:37]([F:40])([F:39])[F:38])[CH:34]=[C:33]([C:41]([F:44])([F:43])[F:42])[CH:32]=2)[C:24]2[CH:48]=[CH:49][CH:50]=[CH:51][C:23]1=2)=[O:21])([CH3:18])[CH3:17].